Dataset: Forward reaction prediction with 1.9M reactions from USPTO patents (1976-2016). Task: Predict the product of the given reaction. (1) Given the reactants [NH2:1][C:2]1[NH:6][N:5]=[C:4]([NH:7][C:8]2[CH:13]=[C:12]([C:14]([F:17])([F:16])[F:15])[C:11]([C:18]3[CH:23]=[CH:22][C:21]([C:24]([O:26]C(C)(C)C)=[O:25])=[CH:20][CH:19]=3)=[C:10]([Cl:31])[CH:9]=2)[N:3]=1.[C:32]([OH:38])([C:34]([F:37])([F:36])[F:35])=[O:33], predict the reaction product. The product is: [F:35][C:34]([F:37])([F:36])[C:32]([OH:38])=[O:33].[NH2:1][C:2]1[NH:6][N:5]=[C:4]([NH:7][C:8]2[CH:13]=[C:12]([C:14]([F:15])([F:16])[F:17])[C:11]([C:18]3[CH:19]=[CH:20][C:21]([C:24]([OH:26])=[O:25])=[CH:22][CH:23]=3)=[C:10]([Cl:31])[CH:9]=2)[N:3]=1. (2) Given the reactants [F:1][C:2]([F:34])([F:33])[CH2:3][NH:4][C:5]([NH:7][C:8]1[CH:9]=[C:10]([C:14]2[N:18]3[N:19]=[CH:20][C:21]([C:23]4[CH:24]=[N:25][N:26]([CH:28]([CH3:32])[C:29]([OH:31])=O)[CH:27]=4)=[CH:22][C:17]3=[N:16][CH:15]=2)[CH:11]=[CH:12][CH:13]=1)=[O:6].[CH3:35][NH:36][CH:37]1[CH2:42][CH2:41][O:40][CH2:39][CH2:38]1, predict the reaction product. The product is: [CH3:35][N:36]([CH:37]1[CH2:42][CH2:41][O:40][CH2:39][CH2:38]1)[C:29](=[O:31])[CH:28]([N:26]1[CH:27]=[C:23]([C:21]2[CH:20]=[N:19][N:18]3[C:14]([C:10]4[CH:11]=[CH:12][CH:13]=[C:8]([NH:7][C:5]([NH:4][CH2:3][C:2]([F:33])([F:1])[F:34])=[O:6])[CH:9]=4)=[CH:15][N:16]=[C:17]3[CH:22]=2)[CH:24]=[N:25]1)[CH3:32]. (3) Given the reactants [CH3:1][C:2]([CH3:19])([CH2:12][C:13]1[CH:18]=[CH:17][N:16]=[CH:15][CH:14]=1)[C:3]([O:5][CH2:6][CH2:7][Si:8]([CH3:11])([CH3:10])[CH3:9])=[O:4].ClC1C=CC=C(C(OO)=O)C=1.C[Si]([C:35]#[N:36])(C)C.CN(C)C(Cl)=O, predict the reaction product. The product is: [CH3:1][C:2]([CH3:19])([CH2:12][C:13]1[CH:18]=[CH:17][N:16]=[C:15]([C:35]#[N:36])[CH:14]=1)[C:3]([O:5][CH2:6][CH2:7][Si:8]([CH3:9])([CH3:10])[CH3:11])=[O:4]. (4) Given the reactants Br[C:2]1[CH:7]=[CH:6][C:5]([C:8](=[C:16]2[CH2:21][C:20]([CH3:23])([CH3:22])[CH2:19][C:18]([CH3:25])([CH3:24])[CH2:17]2)[C:9]2[CH:14]=[CH:13][C:12]([OH:15])=[CH:11][CH:10]=2)=[CH:4][CH:3]=1.[C:26]([N:33]1[CH:37]=[CH:36][CH:35]=[C:34]1B(O)O)([O:28][C:29]([CH3:32])([CH3:31])[CH3:30])=[O:27].C([O-])([O-])=O.[Na+].[Na+], predict the reaction product. The product is: [OH:15][C:12]1[CH:11]=[CH:10][C:9]([C:8](=[C:16]2[CH2:17][C:18]([CH3:25])([CH3:24])[CH2:19][C:20]([CH3:23])([CH3:22])[CH2:21]2)[C:5]2[CH:4]=[CH:3][C:2]([C:34]3[N:33]([C:26]([O:28][C:29]([CH3:32])([CH3:31])[CH3:30])=[O:27])[CH:37]=[CH:36][CH:35]=3)=[CH:7][CH:6]=2)=[CH:14][CH:13]=1. (5) Given the reactants [Br-].C([O:9][C:10]1[CH:15]=[CH:14][C:13]([CH2:16][C@H:17]([NH:38][C:39]([O:41][C:42]([CH3:45])([CH3:44])[CH3:43])=[O:40])[C:18]([O:20][C@@H:21]2[CH:26]3[CH2:27][CH2:28][N+:23](CC(=O)C4C=CC=CC=4)([CH2:24][CH2:25]3)[CH2:22]2)=[O:19])=[CH:12][CH:11]=1)C1C=CC=CC=1, predict the reaction product. The product is: [C:42]([O:41][C:39]([NH:38][C@@H:17]([CH2:16][C:13]1[CH:14]=[CH:15][C:10]([OH:9])=[CH:11][CH:12]=1)[C:18]([O:20][C@@H:21]1[CH:26]2[CH2:27][CH2:28][N:23]([CH2:24][CH2:25]2)[CH2:22]1)=[O:19])=[O:40])([CH3:45])([CH3:43])[CH3:44]. (6) The product is: [Cl:1][C:2]1[S:6][C:5]([C:7]([NH:9][CH2:10][C:11]2[N:12]=[CH:13][N:14]([C:16]3[CH:21]=[CH:20][C:19]([N:40]4[CH2:24][CH2:25][S:26](=[O:27])(=[O:28])[CH2:38][CH2:39]4)=[CH:18][CH:17]=3)[CH:15]=2)=[O:8])=[CH:4][CH:3]=1. Given the reactants [Cl:1][C:2]1[S:6][C:5]([C:7]([NH:9][CH2:10][C:11]2[N:12]=[CH:13][N:14]([C:16]3[CH:21]=[CH:20][C:19](I)=[CH:18][CH:17]=3)[CH:15]=2)=[O:8])=[CH:4][CH:3]=1.C1CN[S:26](=[O:28])(=[O:27])[CH2:25][CH2:24]1.OC1C=CC=C2C=1[N:40]=[CH:39][CH:38]=C2.C([O-])([O-])=O.[K+].[K+], predict the reaction product. (7) Given the reactants [C:1]([C:4]1[CH:25]=[CH:24][C:7]2[N:8]([C:11]3[CH:16]=[CH:15][CH:14]=[C:13]([C:17]4[CH2:22][N:21]([CH3:23])[CH2:20][CH2:19][CH:18]=4)[CH:12]=3)[CH:9]=[N:10][C:6]=2[CH:5]=1)(=O)[CH3:2].Cl.[CH2:27]([O:29][NH2:30])[CH3:28], predict the reaction product. The product is: [CH2:27]([O:29][N:30]=[C:1]([C:4]1[CH:25]=[CH:24][C:7]2[N:8]([C:11]3[CH:16]=[CH:15][CH:14]=[C:13]([C:17]4[CH2:22][N:21]([CH3:23])[CH2:20][CH2:19][CH:18]=4)[CH:12]=3)[CH:9]=[N:10][C:6]=2[CH:5]=1)[CH3:2])[CH3:28].